Dataset: Peptide-MHC class I binding affinity with 185,985 pairs from IEDB/IMGT. Task: Regression. Given a peptide amino acid sequence and an MHC pseudo amino acid sequence, predict their binding affinity value. This is MHC class I binding data. (1) The peptide sequence is KPFNNILNL. The MHC is H-2-Db with pseudo-sequence H-2-Db. The binding affinity (normalized) is 0. (2) The peptide sequence is TSFFYRYGFV. The MHC is HLA-A02:06 with pseudo-sequence HLA-A02:06. The binding affinity (normalized) is 0.376. (3) The peptide sequence is FQKDPPFQW. The MHC is Mamu-B17 with pseudo-sequence Mamu-B17. The binding affinity (normalized) is 0.110. (4) The binding affinity (normalized) is 0. The peptide sequence is AEMWAQDAAMY. The MHC is HLA-B37:01 with pseudo-sequence YHSTYREISTNTYEDTLYIRSNFYTWAVDAYTWY. (5) The peptide sequence is YIYNHLTPL. The MHC is HLA-A02:02 with pseudo-sequence HLA-A02:02. The binding affinity (normalized) is 0.818. (6) The peptide sequence is VLAALVCYI. The MHC is HLA-A02:02 with pseudo-sequence HLA-A02:02. The binding affinity (normalized) is 1.00. (7) The peptide sequence is LTFLDCLYY. The MHC is HLA-A30:01 with pseudo-sequence HLA-A30:01. The binding affinity (normalized) is 0.374. (8) The peptide sequence is GYKNVRITF. The MHC is HLA-A30:02 with pseudo-sequence HLA-A30:02. The binding affinity (normalized) is 0.0712. (9) The peptide sequence is HIMPNSFRV. The binding affinity (normalized) is 0.0847. The MHC is HLA-A26:01 with pseudo-sequence HLA-A26:01.